The task is: Predict the reaction yield, written as a fraction of the theoretical maximum amount of product (1.0 means a 100% yield; for example, 0.34 means a 34% yield).. This data is from Reaction yield outcomes from USPTO patents with 853,638 reactions. (1) The reactants are C(N(CC)CC)C.[NH2:8][C:9]1[CH:10]=[C:11]([C:23](=[O:25])[CH3:24])[CH:12]=[C:13]([C:19]([CH3:22])([CH3:21])[CH3:20])[C:14]=1[O:15][CH2:16][O:17][CH3:18].[C:26](Cl)(=[O:28])[CH3:27]. The catalyst is O1CCCC1. The product is [C:23]([C:11]1[CH:12]=[C:13]([C:19]([CH3:20])([CH3:21])[CH3:22])[C:14]([O:15][CH2:16][O:17][CH3:18])=[C:9]([NH:8][C:26](=[O:28])[CH3:27])[CH:10]=1)(=[O:25])[CH3:24]. The yield is 0.893. (2) The reactants are [C:1]1([C:7]2[C:8](O)=[N:9][C:10]3[C:15]([N:16]=2)=[CH:14][CH:13]=[CH:12][CH:11]=3)[CH:6]=[CH:5][CH:4]=[CH:3][CH:2]=1.F[P-](F)(F)(F)(F)F.Br[P+](N1CCCC1)(N1CCCC1)N1CCCC1.C(N(CC)CC)C.[N:49]1[C:58]2[C:53](=[CH:54][CH:55]=[CH:56][CH:57]=2)[C:52](B(O)O)=[CH:51][CH:50]=1.C(=O)([O-])[O-].[Na+].[Na+]. The catalyst is O1CCOCC1.O.[Cl-].[Na+].O.C(OCC)(=O)C. The product is [C:1]1([C:7]2[C:8]([C:52]3[C:53]4[C:58](=[CH:57][CH:56]=[CH:55][CH:54]=4)[N:49]=[CH:50][CH:51]=3)=[N:9][C:10]3[C:15](=[CH:14][CH:13]=[CH:12][CH:11]=3)[N:16]=2)[CH:6]=[CH:5][CH:4]=[CH:3][CH:2]=1. The yield is 0.400. (3) The reactants are [CH3:1][C:2]1([CH3:15])[CH2:7][CH2:6][CH2:5][C:4](=[C:8]([CH3:14])[C:9]([O:11][CH2:12][CH3:13])=[O:10])[CH2:3]1.BrBr.[CH3:18]C(O)=O. The catalyst is N#N.CCCCCC.CC([O-])=O.[Ag+].[Zn]. The product is [CH2:12]([O:11][C:9]([C:8]1([CH3:18])[C:4]2([CH2:5][CH2:6][CH2:7][C:2]([CH3:15])([CH3:1])[CH2:3]2)[CH2:14]1)=[O:10])[CH3:13]. The yield is 0.840.